Dataset: Reaction yield outcomes from USPTO patents with 853,638 reactions. Task: Predict the reaction yield, written as a fraction of the theoretical maximum amount of product (1.0 means a 100% yield; for example, 0.34 means a 34% yield). (1) The yield is 0.420. The product is [CH:14]1([S:13][C:10]2[CH:9]=[CH:8][C:7]([C:5](=[O:6])[C:4]([OH:17])=[O:3])=[CH:12][CH:11]=2)[CH2:16][CH2:15]1. The reactants are C([O:3][C:4](=[O:17])[C:5]([C:7]1[CH:12]=[CH:11][C:10]([S:13][CH:14]2[CH2:16][CH2:15]2)=[CH:9][CH:8]=1)=[O:6])C.[OH-].[Na+].Cl. The catalyst is C1(C)C=CC=CC=1. (2) The reactants are [F:1][C:2]1[CH:10]=[CH:9][C:8]([CH2:11][C:12]2[C:21]3[C:16](=[CH:17][CH:18]=[CH:19][C:20]=3[O:22][CH3:23])[C:15](=[O:24])[NH:14][N:13]=2)=[CH:7][C:3]=1[C:4](O)=[O:5].[CH2:25]([O:27][CH:28]1[CH2:33][CH2:32][NH:31][CH2:30][CH2:29]1)[CH3:26].C(N(C(C)C)C(C)C)C.CN(C(ON1N=NC2C=CC=CC1=2)=[N+](C)C)C.F[P-](F)(F)(F)(F)F. The catalyst is C(#N)C.CN(C=O)C. The product is [CH2:25]([O:27][CH:28]1[CH2:33][CH2:32][N:31]([C:4]([C:3]2[CH:7]=[C:8]([CH:9]=[CH:10][C:2]=2[F:1])[CH2:11][C:12]2[C:21]3[C:16](=[CH:17][CH:18]=[CH:19][C:20]=3[O:22][CH3:23])[C:15](=[O:24])[NH:14][N:13]=2)=[O:5])[CH2:30][CH2:29]1)[CH3:26]. The yield is 0.747.